The task is: Predict which catalyst facilitates the given reaction.. This data is from Catalyst prediction with 721,799 reactions and 888 catalyst types from USPTO. (1) Reactant: C(OC([NH:8][C@@H:9]([C:14]([OH:16])=O)[C:10]([CH3:13])([CH3:12])[CH3:11])=O)(C)(C)C.[Cl:17][C:18]1[CH:19]=[CH:20][C:21]([N:33]2[CH:37]=[N:36][CH:35]=[N:34]2)=[C:22]([CH:32]=1)[CH2:23][NH:24][C:25](=[O:31])[C@@H:26]1[CH2:30][CH2:29][CH2:28][NH:27]1.C(Cl)CCl.C1C=NC2N(O)N=NC=2C=1.CCN(C(C)C)C(C)C. Product: [CH3:13][C:10]([CH3:11])([CH3:12])[C@H:9]([C:14]([N:27]1[CH2:28][CH2:29][CH2:30][C@H:26]1[C:25]([NH:24][CH2:23][C:22]1[CH:32]=[C:18]([Cl:17])[CH:19]=[CH:20][C:21]=1[N:33]1[CH:37]=[N:36][CH:35]=[N:34]1)=[O:31])=[O:16])[NH2:8]. The catalyst class is: 3. (2) Reactant: [H-].[Na+].C1OCCOCCOCCOCCOC1.[F:18][C:19]1[C:20]([CH2:31][N:32]([CH3:40])[C:33](=[O:39])[O:34][C:35]([CH3:38])([CH3:37])[CH3:36])=[CH:21][NH:22][C:23]=1[C:24]1[C:25]([F:30])=[N:26][CH:27]=[CH:28][CH:29]=1.[CH3:41][O:42][C:43]1[N:48]=[CH:47][C:46]([S:49](Cl)(=[O:51])=[O:50])=[CH:45][CH:44]=1. Product: [F:18][C:19]1[C:20]([CH2:31][N:32]([CH3:40])[C:33](=[O:39])[O:34][C:35]([CH3:36])([CH3:37])[CH3:38])=[CH:21][N:22]([S:49]([C:46]2[CH:47]=[N:48][C:43]([O:42][CH3:41])=[CH:44][CH:45]=2)(=[O:50])=[O:51])[C:23]=1[C:24]1[C:25]([F:30])=[N:26][CH:27]=[CH:28][CH:29]=1. The catalyst class is: 30. (3) Product: [F:1][C:2]1[CH:10]=[CH:9][C:8]([C:11]2[CH:12]=[N:13][C:14]([O:18][CH2:19][CH2:20][CH2:21][S:22]([CH3:25])(=[O:23])=[O:24])=[CH:15][C:16]=2[CH3:17])=[CH:7][C:3]=1[CH2:4][OH:5]. The catalyst class is: 1. Reactant: [F:1][C:2]1[CH:10]=[CH:9][C:8]([C:11]2[CH:12]=[N:13][C:14]([O:18][CH2:19][CH2:20][CH2:21][S:22]([CH3:25])(=[O:24])=[O:23])=[CH:15][C:16]=2[CH3:17])=[CH:7][C:3]=1[C:4](O)=[O:5].CO.